Task: Predict the reactants needed to synthesize the given product.. Dataset: Full USPTO retrosynthesis dataset with 1.9M reactions from patents (1976-2016) (1) Given the product [CH2:82]([C@@H:61]([C@H:62]([OH:81])[CH2:63][N:64]([S:65]([C:68]1[CH:69]=[CH:70][C:71]([N+:74]([O-:76])=[O:75])=[CH:72][CH:73]=1)(=[O:66])=[O:67])[CH2:77][CH:78]([CH3:79])[CH3:80])[NH:60][C:52](=[O:53])[O:28][CH2:27][CH2:26][CH2:25][NH:24][C:22](=[O:23])[CH2:21][O:20][C:16]1[CH:15]=[C:14]([C@H:13]([O:29][C:30]([C@@H:32]2[CH2:37][CH2:36][CH2:35][CH2:34][N:33]2[C:38](=[O:46])[C:39](=[O:45])[C:40]([CH3:43])([CH3:44])[CH2:41][CH3:42])=[O:31])[CH2:12][CH2:11][C:5]2[CH:6]=[CH:7][C:8]([O:9][CH3:10])=[C:3]([O:2][CH3:1])[CH:4]=2)[CH:19]=[CH:18][CH:17]=1)[C:83]1[CH:84]=[CH:85][CH:86]=[CH:87][CH:88]=1, predict the reactants needed to synthesize it. The reactants are: [CH3:1][O:2][C:3]1[CH:4]=[C:5]([CH2:11][CH2:12][C@@H:13]([O:29][C:30]([C@@H:32]2[CH2:37][CH2:36][CH2:35][CH2:34][N:33]2[C:38](=[O:46])[C:39](=[O:45])[C:40]([CH3:44])([CH3:43])[CH2:41][CH3:42])=[O:31])[C:14]2[CH:19]=[CH:18][CH:17]=[C:16]([O:20][CH2:21][C:22]([NH:24][CH2:25][CH2:26][CH2:27][OH:28])=[O:23])[CH:15]=2)[CH:6]=[CH:7][C:8]=1[O:9][CH3:10].C1N=CN([C:52](N2C=NC=C2)=[O:53])C=1.Cl.[NH2:60][C@@H:61]([CH2:82][C:83]1[CH:88]=[CH:87][CH:86]=[CH:85][CH:84]=1)[C@H:62]([OH:81])[CH2:63][N:64]([CH2:77][CH:78]([CH3:80])[CH3:79])[S:65]([C:68]1[CH:73]=[CH:72][C:71]([N+:74]([O-:76])=[O:75])=[CH:70][CH:69]=1)(=[O:67])=[O:66]. (2) Given the product [CH:32]1([CH:20]2[N:7]([C:5](=[O:6])[C:4]3[CH:28]=[CH:29][C:30]([F:31])=[C:2]([F:1])[CH:3]=3)[CH:8]=[C:9]([C:23]([NH2:39])=[O:24])[C:10]3[NH:11][C:12]4[CH:13]=[CH:14][CH:15]=[CH:16][C:17]=4[C:18]=3[C:19]2([CH3:21])[CH3:22])[CH2:35][CH2:34][CH2:33]1, predict the reactants needed to synthesize it. The reactants are: [F:1][C:2]1[CH:3]=[C:4]([CH:28]=[CH:29][C:30]=1[F:31])[C:5]([N:7]1[CH2:20][C:19]([CH3:22])([CH3:21])[C:18]2[C:17]3[CH:16]=[CH:15][CH:14]=[CH:13][C:12]=3[NH:11][C:10]=2[CH:9]([C:23](OCC)=[O:24])[CH2:8]1)=[O:6].[CH:32]1([NH-])[CH2:35][CH2:34][CH2:33]1.C1N=C[N:39](C(N2C=NC=C2)=O)C=1.C1(N)CCC1. (3) Given the product [N:21]([CH2:14][C@@H:12]1[O:11][C:10](=[O:20])[N:9]([C:4]2[CH:5]=[CH:6][C:7]([I:8])=[C:2]([F:1])[CH:3]=2)[CH2:13]1)=[N+:22]=[N-:23], predict the reactants needed to synthesize it. The reactants are: [F:1][C:2]1[CH:3]=[C:4]([N:9]2[CH2:13][C@H:12]([CH2:14]OS(C)(=O)=O)[O:11][C:10]2=[O:20])[CH:5]=[CH:6][C:7]=1[I:8].[N-:21]=[N+:22]=[N-:23].[Na+].O.